From a dataset of Forward reaction prediction with 1.9M reactions from USPTO patents (1976-2016). Predict the product of the given reaction. (1) Given the reactants [C:1]1([C:13]2[C:14](=[O:38])[NH:15][C:16](=[O:37])[C:17]=2[C:18]2[C:26]3[C:21](=[CH:22][CH:23]=[C:24]([C:27]4[C:36]5[C:31](=[CH:32][CH:33]=[CH:34][CH:35]=5)[CH:30]=[CH:29][CH:28]=4)[CH:25]=3)[NH:20][CH:19]=2)[C:11]2=[C:12]3[C:7](=[CH:8][CH:9]=[CH:10]2)[CH2:6][CH2:5][CH2:4][N:3]3[CH:2]=1, predict the reaction product. The product is: [C:1]1([C@H:13]2[C@H:17]([C:18]3[C:26]4[C:21](=[CH:22][CH:23]=[C:24]([C:27]5[C:36]6[C:31](=[CH:32][CH:33]=[CH:34][CH:35]=6)[CH:30]=[CH:29][CH:28]=5)[CH:25]=4)[NH:20][CH:19]=3)[C:16](=[O:37])[NH:15][C:14]2=[O:38])[C:11]2=[C:12]3[C:7](=[CH:8][CH:9]=[CH:10]2)[CH2:6][CH2:5][CH2:4][N:3]3[CH:2]=1. (2) Given the reactants [C:1](=[O:4])([O-])[O-].[Cs+].[Cs+].CI.CN(C=O)C.[CH3:14][C:15]1[N:20]=[C:19]([CH3:21])[C:18]([O:22][CH2:23][C@@:24]2([C:37]3[CH:42]=[CH:41][C:40](O)=[C:39]([F:44])[CH:38]=3)[CH2:26][C@H:25]2[C:27]([NH:29][C:30]2[CH:35]=[CH:34][C:33]([F:36])=[CH:32][N:31]=2)=[O:28])=[CH:17][N:16]=1, predict the reaction product. The product is: [CH3:14][C:15]1[N:20]=[C:19]([CH3:21])[C:18]([O:22][CH2:23][C@@:24]2([C:37]3[CH:42]=[CH:41][C:40]([O:4][CH3:1])=[C:39]([F:44])[CH:38]=3)[CH2:26][C@H:25]2[C:27]([NH:29][C:30]2[CH:35]=[CH:34][C:33]([F:36])=[CH:32][N:31]=2)=[O:28])=[CH:17][N:16]=1.